Task: Regression. Given two drug SMILES strings and cell line genomic features, predict the synergy score measuring deviation from expected non-interaction effect.. Dataset: Merck oncology drug combination screen with 23,052 pairs across 39 cell lines (1) Synergy scores: synergy=-22.4. Drug 1: Cn1nnc2c(C(N)=O)ncn2c1=O. Cell line: SKOV3. Drug 2: NC1CCCCC1N.O=C(O)C(=O)O.[Pt+2]. (2) Drug 1: N.N.O=C(O)C1(C(=O)O)CCC1.[Pt]. Drug 2: NC1(c2ccc(-c3nc4ccn5c(=O)[nH]nc5c4cc3-c3ccccc3)cc2)CCC1. Cell line: NCIH2122. Synergy scores: synergy=-1.57. (3) Drug 1: COc1cccc2c1C(=O)c1c(O)c3c(c(O)c1C2=O)CC(O)(C(=O)CO)CC3OC1CC(N)C(O)C(C)O1. Drug 2: CNC(=O)c1cc(Oc2ccc(NC(=O)Nc3ccc(Cl)c(C(F)(F)F)c3)cc2)ccn1. Cell line: LNCAP. Synergy scores: synergy=-10.7. (4) Drug 1: N.N.O=C(O)C1(C(=O)O)CCC1.[Pt]. Drug 2: COC1CC2CCC(C)C(O)(O2)C(=O)C(=O)N2CCCCC2C(=O)OC(C(C)CC2CCC(OP(C)(C)=O)C(OC)C2)CC(=O)C(C)C=C(C)C(O)C(OC)C(=O)C(C)CC(C)C=CC=CC=C1C. Cell line: UACC62. Synergy scores: synergy=22.9. (5) Drug 1: O=C(CCCCCCC(=O)Nc1ccccc1)NO. Drug 2: CCc1cnn2c(NCc3ccc[n+]([O-])c3)cc(N3CCCCC3CCO)nc12. Cell line: PA1. Synergy scores: synergy=-14.4. (6) Drug 1: O=C(NOCC(O)CO)c1ccc(F)c(F)c1Nc1ccc(I)cc1F. Drug 2: Cc1nc(Nc2ncc(C(=O)Nc3c(C)cccc3Cl)s2)cc(N2CCN(CCO)CC2)n1. Cell line: T47D. Synergy scores: synergy=5.58. (7) Drug 1: COc1cc(C2c3cc4c(cc3C(OC3OC5COC(C)OC5C(O)C3O)C3COC(=O)C23)OCO4)cc(OC)c1O. Drug 2: CS(=O)(=O)CCNCc1ccc(-c2ccc3ncnc(Nc4ccc(OCc5cccc(F)c5)c(Cl)c4)c3c2)o1. Cell line: A2058. Synergy scores: synergy=-0.861. (8) Drug 1: CCC1(O)CC2CN(CCc3c([nH]c4ccccc34)C(C(=O)OC)(c3cc4c(cc3OC)N(C)C3C(O)(C(=O)OC)C(OC(C)=O)C5(CC)C=CCN6CCC43C65)C2)C1. Drug 2: COC1CC2CCC(C)C(O)(O2)C(=O)C(=O)N2CCCCC2C(=O)OC(C(C)CC2CCC(OP(C)(C)=O)C(OC)C2)CC(=O)C(C)C=C(C)C(O)C(OC)C(=O)C(C)CC(C)C=CC=CC=C1C. Cell line: CAOV3. Synergy scores: synergy=-8.43. (9) Drug 1: O=C(O)C1(Cc2cccc(Nc3nccs3)n2)CCC(Oc2cccc(Cl)c2F)CC1. Drug 2: CC1(c2nc3c(C(N)=O)cccc3[nH]2)CCCN1. Cell line: A427. Synergy scores: synergy=4.41.